Dataset: Drug-target binding data from BindingDB using Kd measurements. Task: Regression. Given a target protein amino acid sequence and a drug SMILES string, predict the binding affinity score between them. We predict pKd (pKd = -log10(Kd in M); higher means stronger binding). Dataset: bindingdb_kd. (1) The compound is CO[C@]12CC[C@@]3(C[C@@H]1C(C)(C)O)[C@H]1Cc4ccc(O)c5c4[C@@]3(CCN1CC1CC1)[C@H]2O5. The target protein sequence is MDSPIQIFRGEPGPTCAPSACLPPNSSAWFPGWAEPDSNGSAGSEDAQLEPAHISPAIPVIITAVYSVVFVVGLVGNSLVMFVIIRYTKMKTATNIYIFNLALADALVTTTMPFQSTVYLMNSWPFGDVLCKIVISIDYYNAFTSIFTLTMMSVDRYIAVCHPVKALDFRTPLKAKIINICIWLLSSSVGISAIVLGGTKVREDVDVIECSLQFPDDDYSWWDLFMKICVFIFAFVIPVLIIIVCYTLMILRLKSVRLLSGSREKDRNLRRITRLVLVVVAVFVVCWTPIHIFILVEALGSTSHSTAALSSYYFCIALGYTNSSLNPILYAFLDENFKRCFRDFCFPLKMRMERQSTSRVRNTVQDPAYLRDIDGMNKPV. The pKd is 8.3. (2) The compound is Cc1c(C(=O)NN2CCCCC2)nn(-c2ccc(Cl)cc2Cl)c1-c1ccc(Cl)cc1. The target protein sequence is MKSILDGLADTTFRTITTDLLYVGSNDIQYEDIKGDMASKLGYFPQKFPLTSFRGSPFQEKMTAGDNPQLVPADQVNITEFYNKSLSSFKENEENIQCGENFMDIECFMVLNPSQQLAIAVLSLTLGTFTVLENLLVLCVILHSRSLRCRPSYHFIGSLAVADLLGSVIFVYSFIDFHVFHRKDSRNVFLFKLGGVTASFTASVGSLFLTAIDRYISIHRPLAYKRIVTRPKAVVAFCLMWTIAIVIAVLPLLGWNCEKLQSVCSDIFPHIDETYLMFWIGVTSVLLLFIVYAYMYILWKAHSHAVRMIQRGTQKSIIIHTSEDGKVQVTRPDQARMDIRAAKTLVLILVVLIICWGPLLAIMVYDVFGKMNKLIKTVFAFCSMLCLLNSTVNPIIYALRSKDLRHAFRSMFPSCEGTAQPLDNSMGDSDCLHKHANNAASVHRAAESCIKSTVKIAKVTMSVSTDTSAEAL. The pKd is 8.3. (3) The small molecule is NS(=O)(=O)c1c(F)c(F)c(NCCCCCC(=O)O)c(F)c1F. The target protein (Q8N1Q1) has sequence MSRLSWGYREHNGPIHWKEFFPIADGDQQSPIEIKTKEVKYDSSLRPLSIKYDPSSAKIISNSGHSFNVDFDDTENKSVLRGGPLTGSYRLRQVHLHWGSADDHGSEHIVDGVSYAAELHVVHWNSDKYPSFVEAAHEPDGLAVLGVFLQIGEPNSQLQKITDTLDSIKEKGKQTRFTNFDLLSLLPPSWDYWTYPGSLTVPPLLESVTWIVLKQPINISSQQLAKFRSLLCTAEGEAAAFLVSNHRPPQPLKGRKVRASFH. The pKd is 7.8. (4) The compound is COc1ccc(Nc2nc3cc4c(=O)cc(-c5ccc(C(=O)N[C@@H](CC(C)C)C(N)=O)cc5)oc4cc3n2[C@H](C)C2CCCCC2)cc1. The target protein (Q05639) has sequence MGKEKTHINIVVIGHVDSGKSTTTGHLIYKCGGIDKRTIEKFEKEAAEMGKGSFKYAWVLDKLKAERERGITIDISLWKFETTKYYITIIDAPGHRDFIKNMITGTSQADCAVLIVAAGVGEFEAGISKNGQTREHALLAYTLGVKQLIVGVNKMDSTEPAYSEKRYDEIVKEVSAYIKKIGYNPATVPFVPISGWHGDNMLEPSPNMPWFKGWKVERKEGNASGVSLLEALDTILPPTRPTDKPLRLPLQDVYKIGGIGTVPVGRVETGILRPGMVVTFAPVNITTEVKSVEMHHEALSEALPGDNVGFNVKNVSVKDIRRGNVCGDSKSDPPQEAAQFTSQVIILNHPGQISAGYSPVIDCHTAHIACKFAELKEKIDRRSGKKLEDNPKSLKSGDAAIVEMVPGKPMCVESFSQYPPLGRFAVRDMRQTVAVGVIKNVEKKSGGAGKVTKSAQKAQKAGK. The pKd is 8.3. (5) The target protein (P53778) has sequence MSSPPPARSGFYRQEVTKTAWEVRAVYRDLQPVGSGAYGAVCSAVDGRTGAKVAIKKLYRPFQSELFAKRAYRELRLLKHMRHENVIGLLDVFTPDETLDDFTDFYLVMPFMGTDLGKLMKHEKLGEDRIQFLVYQMLKGLRYIHAAGIIHRDLKPGNLAVNEDCELKILDFGLARQADSEMTGYVVTRWYRAPEVILNWMRYTQTVDIWSVGCIMAEMITGKTLFKGSDHLDQLKEIMKVTGTPPAEFVQRLQSDEAKNYMKGLPELEKKDFASILTNASPLAVNLLEKMLVLDAEQRVTAGEALAHPYFESLHDTEDEPQVQKYDDSFDDVDRTLDEWKRVTYKEVLSFKPPRQLGARVSKETPL. The pKd is 7.7. The compound is Cc1ccc(-n2nc(C(C)(C)C)cc2NC(=O)Nc2ccc(OCCN3CCOCC3)c3ccccc23)cc1. (6) The pKd is 8.9. The compound is C[N+]1(C)[C@H]2CC(OC(=O)[C@H](CO)c3ccccc3)C[C@@H]1[C@H]1O[C@@H]21. The target protein sequence is MTLHSQSTTSPLFPQISSSWVHSPSEAGLPLGTVTQLGSYQISQETGQFSSQDTSSDPLGGHTIWQVVFIAFLTGFLALVTIIGNILVIVAFKVNKQLKTVNNYFLLSLASADLIIGVISMNLFTTYIIMNRWALGNLACDLWLSIDYVASNASVMNLLVISFDRYFSITRPLTYRAKRTTKRAGVMIGLAWVISFVLWAPAILFWQYFVGKRTVPPGECFIQFLSEPTITFGTAIAAFYMPVTIMTILYWRIYKETEKRTKELAGLQASGTEIEGRIEGRIEGRTRSQITKRKRMSLIKEKKAAQTLSAILLAFIITWTPYNIMVLVNTFADSAIPKTYWNLGYWLCYINSTVNPVAYALSNKTCRTTFKTLLLSQSDKRKRRKQQYQQRQSVIFHKRVPEQAL. (7) The small molecule is COc1cc2nc(N(C)CCCCCCN(C)C(=O)c3ccc(CCl)o3)nc(N)c2cc1OC. The target protein sequence is MNPDLDTGHNTSAPAHWGELKDDNFTGPNQTSSNSTLPQLDVTRAISVGLVLGAFILFAIVGNILVILSVACNRHLRTPTNYFIVNLAIADLLLSFTVLPFSATLEVLGYWVLGRIFCDIWAAVDVLCCTASILSLCAISIDRYIGVRYSLQYPTLVTRRKAILALLSVWVLSTVISIGPLLGWKEPAPNDDKECGVTEEPFYALFSSLGSFYIPLAVILVMYCRVYIVAKRTTKNLEAGVMKEMSNSKELTLRIHSKNFHEDTLSSTKAKGHNPRSSIAVKLFKFSREKKAAKTLGIVVGMFILCWLPFFIALPLGSLFSTLKPPDAVFKVVFWLGYFNSCLNPIIYPCSSKEFKRAFMRILGCQCRGGRRRRRRRRLGACAYTYRPWTRGGSLERSQSRKDSLDDSGSCMSGTQRTLPSASPSPGYLGRGTQPPVELCAFPEWKPGALLSLPEPPGRRGRLDSGPLFTFKLLGDPESPGTEGDTSNGGCDTTTDLANG.... The pKd is 8.9. (8) The compound is CN1C2CCC1C(c1ccc(Br)cc1)C2. The target protein (P43144) has sequence MNRPHSCLSFCWMYFAASGIRAVETANGKYAQKLFSDLFEDYSSALRPVEDTDAVLNVTLQVTLSQIKDMDERNQILTAYLWIRQTWHDAYLTWDRDQYDRLDSIRIPSDLVWRPDIVLYNKADDESSEPVNTNVVLRYDGLITWDSPAITKSSCVVDVTYFPFDSQQCNLTFGSWTYNGNQVDIFNALDSGDLSDFIEDVEWEVHGMPAVKNVISYGCCSEPYPDVTFTLLLKRRSSFYIVNLLIPCVLISFLAPLSFYLPAASGEKVSLGVTILLAMTVFQLMVAEIMPASENVPLIGKYYIATMALITASTALTIMVMNIHFCGAEARPVPHWAKVVILKYMSRILFVYDVGESCLSPRHSQEPEQVTKVYSKLPESNLKTSRNKDLSRKKEVRKLLKNDLGYQGGIPQNTDSYCARYEALTKNIEYIAKCLKDHKATNSKGSEWKKVAKVIDRFFMWIFFAMVFVMTVLIIARAD. The pKd is 9.9. (9) The small molecule is Cc1nc(Nc2ncc(C(=O)Nc3c(C)cccc3Cl)s2)cc(N2CCN(CCO)CC2)n1. The target protein sequence is MRGARGAWDFLCVLLLLLRVQTGSSQPSVSPGEPSPPSIHPGKSDLIVRVGDEIRLLCTDPGFVKWTFEILDETNENKQNEWITEKAEATNTGKYTCTNKHGLSNSIYVFVRDPAKLFLVDRSLYGKEDNDTLVRCPLTDPEVTNYSLKGCQGKPLPKDLRFIPDPKAGIMIKSVKRAYHRLCLHCSVDQEGKSVLSEKFILKVRPAFKAVPVVSVSKASYLLREGEEFTVTCTIKDVSSSVYSTWKRENSQTKLQEKYNSWHHGDFNYERQATLTISSARVNDSGVFMCYANNTFGSANVTTTLEVVDKGFINIFPMINTTVFVNDGENVDLIVEYEAFPKPEHQQWIYMNRTFTDKWEDYPKSENESNIRYVSELHLTRLKGTEGGTYTFLVSNSDVNAAIAFNVYVNTKPEILTYDRLVNGMLQCVAAGFPEPTIDWYFCPGTEQRCSASVLPVDVQTLNSSGPPFGKLVVQSSIDSSAFKHNGTVECKAYNDVGKT.... The pKd is 5.0.